This data is from Forward reaction prediction with 1.9M reactions from USPTO patents (1976-2016). The task is: Predict the product of the given reaction. (1) Given the reactants [Li+].[CH3:2]C([N-]C(C)C)C.C1CCCCC1.[CH2:15]([O:22][C:23](=[O:39])[CH2:24][CH2:25][CH:26]1[CH2:31][CH2:30][N:29]([C:32]([O:34][C:35]([CH3:38])([CH3:37])[CH3:36])=[O:33])[CH2:28][CH2:27]1)[C:16]1[CH:21]=[CH:20][CH:19]=[CH:18][CH:17]=1.IC, predict the reaction product. The product is: [CH2:15]([O:22][C:23](=[O:39])[CH:24]([CH3:2])[CH2:25][CH:26]1[CH2:31][CH2:30][N:29]([C:32]([O:34][C:35]([CH3:36])([CH3:38])[CH3:37])=[O:33])[CH2:28][CH2:27]1)[C:16]1[CH:21]=[CH:20][CH:19]=[CH:18][CH:17]=1. (2) The product is: [Cl:7][C:8]1[CH:28]=[C:27]([Cl:29])[CH:26]=[CH:25][C:9]=1[O:10][C:11]1[C:16]([CH2:17][OH:18])=[CH:15][N:14]=[C:13]([CH:22]([CH3:24])[CH3:23])[N:12]=1. Given the reactants [H-].[Al+3].[Li+].[H-].[H-].[H-].[Cl:7][C:8]1[CH:28]=[C:27]([Cl:29])[CH:26]=[CH:25][C:9]=1[O:10][C:11]1[C:16]([C:17](OCC)=[O:18])=[CH:15][N:14]=[C:13]([CH:22]([CH3:24])[CH3:23])[N:12]=1.O.O.O.O.O.O.O.O.O.O.S([O-])([O-])(=O)=O.[Na+].[Na+], predict the reaction product. (3) Given the reactants Br[C:2]1[CH:7]=[C:6]([N+:8]([O-:10])=[O:9])[CH:5]=[C:4]([F:11])[CH:3]=1.C([O-])(=O)C.[K+].[B:17]1([B:17]2[O:22][CH2:21][C:20]([CH3:24])([CH3:23])[CH2:19][O:18]2)[O:22][CH2:21][C:20]([CH3:24])([CH3:23])[CH2:19][O:18]1, predict the reaction product. The product is: [F:11][C:4]1[CH:3]=[C:2]([B:17]2[O:22][CH2:21][C:20]([CH3:24])([CH3:23])[CH2:19][O:18]2)[CH:7]=[C:6]([N+:8]([O-:10])=[O:9])[CH:5]=1. (4) Given the reactants FC1C(N2CCC(C3C=CC=CN=3)CC2)=CC=C2C=1N(C1C=CC=CC=1C#N)N=C2C.[F:32][C:33]1[C:34](I)=[CH:35][CH:36]=[C:37]2[C:41]=1[N:40]([C:42]1[CH:43]=[C:44]([CH:47]=[CH:48][CH:49]=1)[C:45]#[N:46])[N:39]=[C:38]2[CH3:50].[N:52]1[CH:57]=[CH:56][CH:55]=[CH:54][C:53]=1[N:58]1[CH2:63][CH2:62][NH:61][CH2:60][CH2:59]1.C1C=CC(P(C2C(C3C(P(C4C=CC=CC=4)C4C=CC=CC=4)=CC=C4C=3C=CC=C4)=C3C(C=CC=C3)=CC=2)C2C=CC=CC=2)=CC=1.O(C(C)(C)C)[Na], predict the reaction product. The product is: [F:32][C:33]1[C:34]([N:61]2[CH2:62][CH2:63][N:58]([C:53]3[CH:54]=[CH:55][CH:56]=[CH:57][N:52]=3)[CH2:59][CH2:60]2)=[CH:35][CH:36]=[C:37]2[C:41]=1[N:40]([C:42]1[CH:43]=[C:44]([CH:47]=[CH:48][CH:49]=1)[CH2:45][NH2:46])[N:39]=[C:38]2[CH3:50]. (5) Given the reactants [C:1]([C:3]1[CH:4]=[C:5]([S:10](Cl)(=[O:12])=[O:11])[CH:6]=[CH:7][C:8]=1[F:9])#[N:2].[N:14]1[CH:19]=[CH:18][CH:17]=[C:16]([NH2:20])[N:15]=1.C1N2CCN(CC2)C1, predict the reaction product. The product is: [C:1]([C:3]1[CH:4]=[C:5]([S:10]([NH:20][C:16]2[N:15]=[N:14][CH:19]=[CH:18][CH:17]=2)(=[O:12])=[O:11])[CH:6]=[CH:7][C:8]=1[F:9])#[N:2].